Dataset: Catalyst prediction with 721,799 reactions and 888 catalyst types from USPTO. Task: Predict which catalyst facilitates the given reaction. (1) Reactant: [CH2:1]([O:8][C:9]([NH:11][C:12]1[CH:17]=[CH:16][C:15]([CH:18]2[CH2:23][CH2:22][N:21](C(OC(C)(C)C)=O)[CH2:20][CH2:19]2)=[C:14]([O:31][CH3:32])[CH:13]=1)=[O:10])[C:2]1[CH:7]=[CH:6][CH:5]=[CH:4][CH:3]=1.FC(F)(F)C(O)=O. Product: [CH3:32][O:31][C:14]1[CH:13]=[C:12]([NH:11][C:9](=[O:10])[O:8][CH2:1][C:2]2[CH:3]=[CH:4][CH:5]=[CH:6][CH:7]=2)[CH:17]=[CH:16][C:15]=1[CH:18]1[CH2:19][CH2:20][NH:21][CH2:22][CH2:23]1. The catalyst class is: 26. (2) Reactant: Br[C:2]1[O:6][C:5]([CH3:7])=[C:4]([C:8]([O:10][CH3:11])=[O:9])[CH:3]=1.[Cl:12][C:13]1[CH:14]=[C:15](B(O)O)[CH:16]=[CH:17][CH:18]=1.C(=O)([O-])[O-].[Na+].[Na+].COCCOC. The catalyst class is: 103. Product: [Cl:12][C:13]1[CH:18]=[C:17]([C:2]2[O:6][C:5]([CH3:7])=[C:4]([C:8]([O:10][CH3:11])=[O:9])[CH:3]=2)[CH:16]=[CH:15][CH:14]=1.